Dataset: Reaction yield outcomes from USPTO patents with 853,638 reactions. Task: Predict the reaction yield, written as a fraction of the theoretical maximum amount of product (1.0 means a 100% yield; for example, 0.34 means a 34% yield). (1) The reactants are [F:1][C:2]1[CH:7]=[CH:6][C:5]([C:8]2[S:9][C:10]([C:13]([C:16]3[CH:21]=[CH:20][N:19]=[CH:18][CH:17]=3)([OH:15])[CH3:14])=[CH:11][N:12]=2)=[CH:4][CH:3]=1.[N+:22]([O-:25])([OH:24])=[O:23]. The catalyst is C(O)C.C(O)(C)C. The product is [N+:22]([O-:25])([O-:24])=[O:23].[F:1][C:2]1[CH:7]=[CH:6][C:5]([C:8]2[S:9][C:10]([C:13]([C:16]3[CH:17]=[CH:18][NH+:19]=[CH:20][CH:21]=3)([OH:15])[CH3:14])=[CH:11][N:12]=2)=[CH:4][CH:3]=1. The yield is 0.630. (2) The reactants are [Cl:1][C:2]1[CH:27]=[CH:26][C:5]([O:6][C:7]([N:9]([CH2:11][C@H:12]2[CH2:17][CH2:16][C@H:15]([C:18]#[C:19][CH2:20]OS(C)(=O)=O)[CH2:14][CH2:13]2)[CH3:10])=[O:8])=[CH:4][CH:3]=1.[NH:28]1[CH2:33][CH2:32][CH2:31][CH2:30][CH2:29]1. The catalyst is CO. The product is [Cl:1][C:2]1[CH:27]=[CH:26][C:5]([O:6][C:7](=[O:8])[N:9]([CH3:10])[CH2:11][C@H:12]2[CH2:17][CH2:16][C@H:15]([C:18]#[C:19][CH2:20][N:28]3[CH2:33][CH2:32][CH2:31][CH2:30][CH2:29]3)[CH2:14][CH2:13]2)=[CH:4][CH:3]=1. The yield is 0.570. (3) The reactants are [Br:1][C:2]1[CH:10]=[CH:9][C:5]([C:6]([OH:8])=[O:7])=[CH:4][C:3]=1[S:11]([Cl:14])(=[O:13])=[O:12].O=S(Cl)Cl.[CH3:19]O. No catalyst specified. The product is [Br:1][C:2]1[CH:10]=[CH:9][C:5]([C:6]([O:8][CH3:19])=[O:7])=[CH:4][C:3]=1[S:11]([Cl:14])(=[O:12])=[O:13]. The yield is 0.999.